From a dataset of Forward reaction prediction with 1.9M reactions from USPTO patents (1976-2016). Predict the product of the given reaction. (1) Given the reactants C([O:3][C:4](=O)[C:5]([CH3:14])([C:7]1[CH:12]=[CH:11][C:10]([CH3:13])=[CH:9][CH:8]=1)[CH3:6])C.[H-].[Al+3].[Li+].[H-].[H-].[H-], predict the reaction product. The product is: [CH3:14][C:5]([C:7]1[CH:8]=[CH:9][C:10]([CH3:13])=[CH:11][CH:12]=1)([CH3:6])[CH2:4][OH:3]. (2) Given the reactants [Br:1][C:2]1[CH:3]=[C:4]([CH:7]=[CH:8][C:9]=1F)[CH:5]=[O:6].[NH:11]1[CH2:16][CH2:15][O:14][CH2:13][CH2:12]1.C([O-])([O-])=O.[K+].[K+], predict the reaction product. The product is: [Br:1][C:2]1[CH:3]=[C:4]([CH:7]=[CH:8][C:9]=1[N:11]1[CH2:16][CH2:15][O:14][CH2:13][CH2:12]1)[CH:5]=[O:6]. (3) The product is: [F:19][C:20]1[CH:27]=[CH:26][C:23]([CH2:24][O:1][C:2]2[CH:7]=[C:6]([OH:8])[CH:5]=[C:4]([OH:9])[C:3]=2[C:10](=[O:12])[CH3:11])=[CH:22][CH:21]=1. Given the reactants [OH:1][C:2]1[CH:7]=[C:6]([OH:8])[CH:5]=[C:4]([OH:9])[C:3]=1[C:10](=[O:12])[CH3:11].C(=O)([O-])[O-].[K+].[K+].[F:19][C:20]1[CH:27]=[CH:26][C:23]([CH2:24]Br)=[CH:22][CH:21]=1.Cl, predict the reaction product. (4) Given the reactants Br[C:2]1[CH:3]=[C:4]([N:24]([CH2:31][CH3:32])[CH:25]2[CH2:30][CH2:29][O:28][CH2:27][CH2:26]2)[C:5]([CH3:23])=[C:6]([CH:22]=1)[C:7]([NH:9][CH2:10][C:11]1[C:12](=[O:21])[NH:13][C:14]([CH3:20])=[CH:15][C:16]=1[CH:17]([CH3:19])[CH3:18])=[O:8].CC1(C)C(C)(C)OB([C:41]2[CH:42]=[CH:43][C:44]([N:47]3[CH2:52][CH2:51][NH:50][CH2:49][CH2:48]3)=[N:45][CH:46]=2)O1.C([O-])([O-])=O.[Na+].[Na+], predict the reaction product. The product is: [CH2:31]([N:24]([CH:25]1[CH2:30][CH2:29][O:28][CH2:27][CH2:26]1)[C:4]1[C:5]([CH3:23])=[C:6]([CH:22]=[C:2]([C:41]2[CH:46]=[N:45][C:44]([N:47]3[CH2:48][CH2:49][NH:50][CH2:51][CH2:52]3)=[CH:43][CH:42]=2)[CH:3]=1)[C:7]([NH:9][CH2:10][C:11]1[C:12](=[O:21])[NH:13][C:14]([CH3:20])=[CH:15][C:16]=1[CH:17]([CH3:19])[CH3:18])=[O:8])[CH3:32]. (5) Given the reactants Cl[C:2]1[CH:3]=[CH:4][C:5]([S:13][CH3:14])=[C:6]([N:8]2[CH2:12][CH2:11][CH2:10][CH2:9]2)[CH:7]=1.[B:15]1([B:15]2[O:19][C:18]([CH3:21])([CH3:20])[C:17]([CH3:23])([CH3:22])[O:16]2)[O:19][C:18]([CH3:21])([CH3:20])[C:17]([CH3:23])([CH3:22])[O:16]1.CC([O-])=O.[K+].C1(P(C2CCCCC2)C2C=CC=CC=2C2C(OC)=CC=CC=2OC)CCCCC1, predict the reaction product. The product is: [CH3:14][S:13][C:5]1[CH:4]=[CH:3][C:2]([B:15]2[O:19][C:18]([CH3:21])([CH3:20])[C:17]([CH3:23])([CH3:22])[O:16]2)=[CH:7][C:6]=1[N:8]1[CH2:12][CH2:11][CH2:10][CH2:9]1.